Dataset: Forward reaction prediction with 1.9M reactions from USPTO patents (1976-2016). Task: Predict the product of the given reaction. (1) The product is: [Cl:14][C:15]1[N:20]=[C:19]([CH2:7][C:6]2[CH:9]=[CH:10][CH:11]=[C:4]([O:3][C:2]([F:13])([F:12])[F:1])[CH:5]=2)[CH:18]=[CH:17][N:16]=1. Given the reactants [F:1][C:2]([F:13])([F:12])[O:3][C:4]1[CH:5]=[C:6]([CH:9]=[CH:10][CH:11]=1)[CH2:7]Br.[Cl:14][C:15]1[N:20]=[C:19](Cl)[CH:18]=[CH:17][N:16]=1, predict the reaction product. (2) Given the reactants [N:1]1[CH:6]=[CH:5][CH:4]=[C:3]([NH2:7])[CH:2]=1.[Br:8][C:9]1[CH:10]=[CH:11][C:12]([O:18][CH2:19][C:20]2[CH:25]=[CH:24][C:23]([F:26])=[CH:22][CH:21]=2)=[C:13]([CH:17]=1)[C:14](O)=[O:15].C(Cl)CCl.C1C=CC2N(O)N=NC=2C=1, predict the reaction product. The product is: [Br:8][C:9]1[CH:10]=[CH:11][C:12]([O:18][CH2:19][C:20]2[CH:25]=[CH:24][C:23]([F:26])=[CH:22][CH:21]=2)=[C:13]([CH:17]=1)[C:14]([NH:7][C:3]1[CH:2]=[N:1][CH:6]=[CH:5][CH:4]=1)=[O:15]. (3) Given the reactants [CH3:1][C:2](=[CH2:11])[CH:3]([C:5]1[CH:6]=[N:7][CH:8]=[CH:9][CH:10]=1)[OH:4].[CH2:12]([Zn]CC)C.ICI.[Cl-].[NH4+], predict the reaction product. The product is: [CH3:11][C:2]1([CH:3]([C:5]2[CH:6]=[N:7][CH:8]=[CH:9][CH:10]=2)[OH:4])[CH2:12][CH2:1]1. (4) Given the reactants [C:1]1([C@@H:7]([NH2:9])[CH3:8])[CH:6]=[CH:5][CH:4]=[CH:3][CH:2]=1.[Cl:10][C:11]1[CH:16]=[CH:15][CH:14]=[CH:13][C:12]=1[CH2:17][N:18]1[C:23](=[O:24])[C:22]([C:25]([NH:27][CH2:28][C:29]([O:31]CC)=[O:30])=[O:26])=[C:21]([OH:34])[C:20]([C:35](OC)=[O:36])=[C:19]1[OH:39], predict the reaction product. The product is: [Cl:10][C:11]1[CH:16]=[CH:15][CH:14]=[CH:13][C:12]=1[CH2:17][N:18]1[C:19]([OH:39])=[C:20]([C:35]([NH:9][C@H:7]([C:1]2[CH:6]=[CH:5][CH:4]=[CH:3][CH:2]=2)[CH3:8])=[O:36])[C:21]([OH:34])=[C:22]([C:25]([NH:27][CH2:28][C:29]([OH:31])=[O:30])=[O:26])[C:23]1=[O:24].